Dataset: TCR-epitope binding with 47,182 pairs between 192 epitopes and 23,139 TCRs. Task: Binary Classification. Given a T-cell receptor sequence (or CDR3 region) and an epitope sequence, predict whether binding occurs between them. (1) The epitope is IPIQASLPF. The TCR CDR3 sequence is CASGPWTDLNYGYTF. Result: 0 (the TCR does not bind to the epitope). (2) The epitope is SEVGPEHSLAEY. The TCR CDR3 sequence is CASSLQGVYEQYF. Result: 1 (the TCR binds to the epitope). (3) The epitope is QASQEVKNW. The TCR CDR3 sequence is CASSYGAGGYNEQFF. Result: 0 (the TCR does not bind to the epitope). (4) The epitope is DPFRLLQNSQVFS. The TCR CDR3 sequence is CSARDQVRANYGYTF. Result: 1 (the TCR binds to the epitope). (5) The epitope is GPGHKARVL. The TCR CDR3 sequence is CASSLGGSENEKLFF. Result: 0 (the TCR does not bind to the epitope). (6) The TCR CDR3 sequence is CASSLGGNWNEQFF. The epitope is FLPRVFSAV. Result: 1 (the TCR binds to the epitope). (7) The epitope is FLPRVFSAV. The TCR CDR3 sequence is CASSFSRDSYEQYF. Result: 0 (the TCR does not bind to the epitope). (8) The epitope is KLGGALQAK. The TCR CDR3 sequence is CAIKSAGRSYEQYF. Result: 1 (the TCR binds to the epitope). (9) The epitope is PROT_97E67BCC. The TCR CDR3 sequence is CASSAITSGGARDEQFF. Result: 0 (the TCR does not bind to the epitope). (10) The epitope is FTISVTTEIL. The TCR CDR3 sequence is CSARVFGGDSQETQYF. Result: 0 (the TCR does not bind to the epitope).